From a dataset of Reaction yield outcomes from USPTO patents with 853,638 reactions. Predict the reaction yield, written as a fraction of the theoretical maximum amount of product (1.0 means a 100% yield; for example, 0.34 means a 34% yield). (1) The product is [Cl:1][C:2]1[CH:10]=[C:9]([N:11]2[CH2:16][CH2:15][O:14][CH2:13][S:12]2(=[O:18])=[O:17])[CH:8]=[CH:7][C:3]=1[C:4]([NH:19][C:20]1[CH:21]=[CH:22][C:23]([Cl:36])=[C:24]([NH:26][C:27](=[O:35])[C:28]2[CH:33]=[CH:32][C:31]([Cl:34])=[CH:30][CH:29]=2)[CH:25]=1)=[O:6]. The reactants are [Cl:1][C:2]1[CH:10]=[C:9]([N:11]2[CH2:16][CH2:15][O:14][CH2:13][S:12]2(=[O:18])=[O:17])[CH:8]=[CH:7][C:3]=1[C:4]([OH:6])=O.[NH2:19][C:20]1[CH:21]=[CH:22][C:23]([Cl:36])=[C:24]([NH:26][C:27](=[O:35])[C:28]2[CH:33]=[CH:32][C:31]([Cl:34])=[CH:30][CH:29]=2)[CH:25]=1.CN(C(ON1N=NC2C=CC=NC1=2)=[N+](C)C)C.F[P-](F)(F)(F)(F)F.CCN(C(C)C)C(C)C. The catalyst is CN(C=O)C.CCOC(C)=O. The yield is 0.850. (2) The reactants are [NH2:1][C:2]1[N:11]=[C:10]([NH2:12])[C:9]([Cl:13])=[CH:8][C:3]=1[C:4]([O:6][CH3:7])=[O:5].Cl[CH2:15][CH:16]=O. The yield is 0.680. The product is [NH2:12][C:10]1[N:11]2[CH:15]=[CH:16][N:1]=[C:2]2[C:3]([C:4]([O:6][CH3:7])=[O:5])=[CH:8][C:9]=1[Cl:13]. The catalyst is CO.